This data is from Forward reaction prediction with 1.9M reactions from USPTO patents (1976-2016). The task is: Predict the product of the given reaction. (1) Given the reactants [C:1]([O:5][C:6](=[O:11])[NH:7][CH2:8][CH2:9][NH2:10])([CH3:4])([CH3:3])[CH3:2].[Cl:12][C:13]1[CH:20]=[CH:19][C:16]([CH:17]=O)=[CH:15][CH:14]=1.C(O[BH-](OC(=O)C)OC(=O)C)(=O)C.[Na+], predict the reaction product. The product is: [C:1]([O:5][C:6](=[O:11])[NH:7][CH2:8][CH2:9][NH:10][CH2:17][C:16]1[CH:19]=[CH:20][C:13]([Cl:12])=[CH:14][CH:15]=1)([CH3:4])([CH3:2])[CH3:3]. (2) Given the reactants [CH3:1][N:2]1[C:10]2[C@@:9]3([CH3:14])[C:11]([CH3:13])([CH3:12])[C@H:6]([CH2:7][CH2:8]3)[C:5]=2[C:4](=[O:15])[NH:3]1.Cl[CH2:17][C:18]1[N:19]=[C:20]([C:23]2[CH:28]=[CH:27][C:26]([Cl:29])=[CH:25][CH:24]=2)[S:21][CH:22]=1, predict the reaction product. The product is: [Cl:29][C:26]1[CH:25]=[CH:24][C:23]([C:20]2[S:21][CH:22]=[C:18]([CH2:17][N:3]3[C:4](=[O:15])[C:5]4[C@@H:6]5[C:11]([CH3:12])([CH3:13])[C@@:9]([CH3:14])([CH2:8][CH2:7]5)[C:10]=4[N:2]3[CH3:1])[N:19]=2)=[CH:28][CH:27]=1. (3) Given the reactants [Li+].[OH-].[Cl:3][C:4]1[C:9]([C:10]([F:13])([F:12])[F:11])=[CH:8][N:7]=[C:6]2[N:14](S(C3C=CC=CC=3)(=O)=O)[CH:15]=[CH:16][C:5]=12.S([O-])(O)(=O)=O.[K+], predict the reaction product. The product is: [Cl:3][C:4]1[C:9]([C:10]([F:12])([F:13])[F:11])=[CH:8][N:7]=[C:6]2[NH:14][CH:15]=[CH:16][C:5]=12. (4) Given the reactants CN(C([O:8]N1N=NC2C=CC=CC1=2)=[N+](C)C)C.[B-](F)(F)(F)F.C1C=CC2N([OH:32])N=NC=2C=1.C[N:34]1[CH2:39][CH2:38][O:37]CC1.[C:40](NCCN)(=[O:54])[CH2:41][CH2:42][CH2:43][CH2:44][C@H:45]1[C@@H:53]2[C@@H:48]([NH:49][C:50]([NH:52]2)=[O:51])[CH2:47][S:46]1, predict the reaction product. The product is: [NH2:34][C@H:39]([C:38]([OH:32])=[O:37])[CH2:45][SH:46].[OH:8][C:40]([CH2:41][CH2:42][CH2:43][CH2:44][C@H:45]1[C@@H:53]2[C@@H:48]([NH:49][C:50]([NH:52]2)=[O:51])[CH2:47][S:46]1)=[O:54]. (5) Given the reactants [CH:1]([O:4][C:5]1[C:13]([CH3:14])=[CH:12][CH:11]=[CH:10][C:6]=1[C:7]([OH:9])=O)([CH3:3])[CH3:2].[CH2:15]([O:17][C:18]([C:20]1([NH2:30])[CH2:29][C:23]2=[C:24]([CH3:28])[S:25][C:26]([CH3:27])=[C:22]2[CH2:21]1)=[O:19])[CH3:16].CN(C(ON1N=NC2C=CC=NC1=2)=[N+](C)C)C.F[P-](F)(F)(F)(F)F.CCN(C(C)C)C(C)C, predict the reaction product. The product is: [CH2:15]([O:17][C:18]([C:20]1([NH:30][C:7](=[O:9])[C:6]2[CH:10]=[CH:11][CH:12]=[C:13]([CH3:14])[C:5]=2[O:4][CH:1]([CH3:2])[CH3:3])[CH2:21][C:22]2=[C:26]([CH3:27])[S:25][C:24]([CH3:28])=[C:23]2[CH2:29]1)=[O:19])[CH3:16]. (6) Given the reactants [C:1]([NH:9][NH2:10])(=O)[C:2]1[CH:7]=[CH:6][CH:5]=[N:4][CH:3]=1.[CH3:11][N:12]=[C:13]=[S:14].NN[C:17](NN)=S.C(N(CCCC)CCCC)CCC.CI, predict the reaction product. The product is: [CH3:11][N:12]1[C:1]([C:2]2[CH:3]=[N:4][CH:5]=[CH:6][CH:7]=2)=[N:9][N:10]=[C:13]1[S:14][CH3:17]. (7) Given the reactants Cl[C:2]1[C:11]2[C:6](=[CH:7][C:8]([O:19][CH2:20][CH2:21][Cl:22])=[CH:9][C:10]=2[O:12][CH:13]2[CH2:18][CH2:17][O:16][CH2:15][CH2:14]2)[N:5]=[CH:4][N:3]=1.[NH2:23][C:24]1[C:29]([Cl:30])=[CH:28][N:27]=[C:26]2[O:31][CH2:32][O:33][C:25]=12, predict the reaction product. The product is: [Cl:22][CH2:21][CH2:20][O:19][C:8]1[CH:7]=[C:6]2[C:11]([C:2]([NH:23][C:24]3[C:29]([Cl:30])=[CH:28][N:27]=[C:26]4[O:31][CH2:32][O:33][C:25]=34)=[N:3][CH:4]=[N:5]2)=[C:10]([O:12][CH:13]2[CH2:18][CH2:17][O:16][CH2:15][CH2:14]2)[CH:9]=1. (8) The product is: [NH2:1][C:2]1[C:3]2[C:10]([CH3:11])=[CH:9][N:8]([CH:12]([C:14]3[CH:21]=[C:20]([Cl:22])[C:17]([C:18]#[N:19])=[C:16]([CH:23]4[CH2:24][N:25]([CH:31]([CH3:33])[CH3:30])[CH2:26]4)[C:15]=3[O:27][CH2:28][CH3:29])[CH3:13])[C:4]=2[N:5]=[CH:6][N:7]=1. Given the reactants [NH2:1][C:2]1[C:3]2[C:10]([CH3:11])=[CH:9][N:8]([CH:12]([C:14]3[CH:21]=[C:20]([Cl:22])[C:17]([C:18]#[N:19])=[C:16]([CH:23]4[CH2:26][NH:25][CH2:24]4)[C:15]=3[O:27][CH2:28][CH3:29])[CH3:13])[C:4]=2[N:5]=[CH:6][N:7]=1.[CH3:30][C:31]([CH3:33])=O, predict the reaction product. (9) Given the reactants C(OC([N:8]1[C:12]2=[C:13](Cl)[N:14]=[CH:15][C:16]([C:17]([N:19]3[CH2:24][CH2:23][CH2:22][CH2:21][CH2:20]3)=[O:18])=[C:11]2[C:10]([CH3:26])=[CH:9]1)=O)(C)(C)C.[Cl:27][C:28]1[CH:29]=[C:30]([CH:32]=[CH:33][CH:34]=1)[NH2:31], predict the reaction product. The product is: [Cl:27][C:28]1[CH:29]=[C:30]([NH:31][C:13]2[N:14]=[CH:15][C:16]([C:17]([N:19]3[CH2:20][CH2:21][CH2:22][CH2:23][CH2:24]3)=[O:18])=[C:11]3[C:10]([CH3:26])=[CH:9][NH:8][C:12]=23)[CH:32]=[CH:33][CH:34]=1.